Dataset: Forward reaction prediction with 1.9M reactions from USPTO patents (1976-2016). Task: Predict the product of the given reaction. (1) Given the reactants C(NC(C)C)(C)C.[Li]CCCC.[CH:13]([C:15]1[CH:16]=[C:17]2[C:21](=[CH:22][CH:23]=1)/[C:20](=[N:24]/[OH:25])/[CH2:19][CH2:18]2)=[CH2:14].[C:26]1([C:32]2[O:36][N:35]=[C:34]([C:37](OC)=[O:38])[C:33]=2[C:41]([F:44])([F:43])[F:42])[CH:31]=[CH:30][CH:29]=[CH:28][CH:27]=1, predict the reaction product. The product is: [C:26]1([C:32]2[O:36][N:35]=[C:34]([C:37]3([OH:38])[O:25][N:24]=[C:20]4[C:21]5[C:17]([CH2:18][CH:19]34)=[CH:16][C:15]([CH:13]=[CH2:14])=[CH:23][CH:22]=5)[C:33]=2[C:41]([F:43])([F:44])[F:42])[CH:27]=[CH:28][CH:29]=[CH:30][CH:31]=1. (2) Given the reactants Cl.[NH2:2][CH2:3][C:4]1[CH:13]=[CH:12][C:7]([C:8]([O:10]C)=[O:9])=[CH:6][CH:5]=1.C(N(CC)CC)C.[CH3:21][N:22]([CH3:26])[C:23](Cl)=[O:24].[OH-].[Na+], predict the reaction product. The product is: [CH3:21][N:22]([CH3:26])[C:23]([NH:2][CH2:3][C:4]1[CH:13]=[CH:12][C:7]([C:8]([OH:10])=[O:9])=[CH:6][CH:5]=1)=[O:24]. (3) Given the reactants [Cl:1][C:2]1[N:10]=[C:9]([Cl:11])[CH:8]=[C:7]([Cl:12])[C:3]=1[C:4](O)=[O:5].C(Cl)(=O)C([Cl:16])=O, predict the reaction product. The product is: [Cl:1][C:2]1[N:10]=[C:9]([Cl:11])[CH:8]=[C:7]([Cl:12])[C:3]=1[C:4]([Cl:16])=[O:5]. (4) Given the reactants Cl[C:2]1[N:9]=[C:8]([CH3:10])[CH:7]=[C:6]([O:11][CH3:12])[C:3]=1[C:4]#[N:5].CC[N:15]([CH:19]([CH3:21])C)[CH:16]([CH3:18])C.N1CCCC1, predict the reaction product. The product is: [CH3:12][O:11][C:6]1[C:3]([C:4]#[N:5])=[C:2]([N:15]2[CH2:16][CH2:18][CH2:21][CH2:19]2)[N:9]=[C:8]([CH3:10])[CH:7]=1. (5) Given the reactants C(=O)([O-])[O-].[K+].[K+].[C:7]([O:11][C:12]([N:14]1[CH2:19][CH:18]2[C:16]([C:20]3[CH:25]=[CH:24][C:23](Br)=[CH:22][CH:21]=3)([CH2:17]2)[CH2:15]1)=[O:13])([CH3:10])([CH3:9])[CH3:8].[NH:27]1[CH2:31][CH2:30][CH2:29][C:28]1=[O:32].C(N)CN, predict the reaction product. The product is: [C:7]([O:11][C:12]([N:14]1[CH2:19][CH:18]2[C:16]([C:20]3[CH:25]=[CH:24][C:23]([N:27]4[CH2:31][CH2:30][CH2:29][C:28]4=[O:32])=[CH:22][CH:21]=3)([CH2:17]2)[CH2:15]1)=[O:13])([CH3:10])([CH3:9])[CH3:8]. (6) Given the reactants [Cl:1][C:2]1[S:6][C:5]([C:7]([OH:9])=O)=[CH:4][CH:3]=1.[CH:10]([N:13]1[CH2:18][CH2:17][CH:16]([NH:19][S:20]([CH2:23][C@@H:24]([NH2:27])[CH2:25][OH:26])(=[O:22])=[O:21])[CH2:15][CH2:14]1)([CH3:12])[CH3:11], predict the reaction product. The product is: [OH:26][CH2:25][C@H:24]([NH:27][C:7]([C:5]1[S:6][C:2]([Cl:1])=[CH:3][CH:4]=1)=[O:9])[CH2:23][S:20](=[O:21])(=[O:22])[NH:19][CH:16]1[CH2:17][CH2:18][N:13]([CH:10]([CH3:11])[CH3:12])[CH2:14][CH2:15]1. (7) Given the reactants C([O:3][C:4](=O)[CH2:5][C:6]([C@H:8]1[CH2:13][CH2:12][N:11]([C:14]([O:16][CH3:17])=[O:15])[C@@H:10]([CH2:18][C:19]2[CH:24]=[CH:23][C:22]([C:25]([F:28])([F:27])[F:26])=[C:21]([F:29])[CH:20]=2)[CH2:9]1)=[O:7])C.[OH-].[Na+].[NH2:33]O.Cl, predict the reaction product. The product is: [F:29][C:21]1[CH:20]=[C:19]([CH:24]=[CH:23][C:22]=1[C:25]([F:28])([F:27])[F:26])[CH2:18][C@H:10]1[CH2:9][C@@H:8]([C:6]2[O:7][NH:33][C:4](=[O:3])[CH:5]=2)[CH2:13][CH2:12][N:11]1[C:14]([O:16][CH3:17])=[O:15]. (8) Given the reactants [Cl:1][C:2]1[CH:7]=[CH:6][C:5]([CH:8]2[CH:12]([C:13]3[CH:18]=[CH:17][C:16]([Cl:19])=[CH:15][CH:14]=3)[N:11]([C:20]([N:22]3[CH2:27][CH2:26][NH:25][CH2:24][CH2:23]3)=[O:21])[C:10]([C:28]3[CH:33]=[CH:32][C:31]([O:34][CH3:35])=[CH:30][C:29]=3[O:36][CH:37]([CH3:39])[CH3:38])=[N:9]2)=[CH:4][CH:3]=1.[C:40]([O:44][C:45]([NH:47][CH2:48][C:49](O)=[O:50])=[O:46])([CH3:43])([CH3:42])[CH3:41].C(N=C=NC(C)C)(C)C, predict the reaction product. The product is: [C:40]([O:44][C:45](=[O:46])[NH:47][CH2:48][C:49]([N:25]1[CH2:24][CH2:23][N:22]([C:20]([N:11]2[CH:12]([C:13]3[CH:18]=[CH:17][C:16]([Cl:19])=[CH:15][CH:14]=3)[CH:8]([C:5]3[CH:6]=[CH:7][C:2]([Cl:1])=[CH:3][CH:4]=3)[N:9]=[C:10]2[C:28]2[CH:33]=[CH:32][C:31]([O:34][CH3:35])=[CH:30][C:29]=2[O:36][CH:37]([CH3:39])[CH3:38])=[O:21])[CH2:27][CH2:26]1)=[O:50])([CH3:43])([CH3:41])[CH3:42]. (9) Given the reactants [C:1]1([C:14]([OH:16])=O)[C:13]2[NH:12][C:11]3[C:6](=[CH:7][CH:8]=[CH:9][CH:10]=3)[C:5]=2[CH:4]=[CH:3][CH:2]=1.ON1C2C=CC=CC=2N=N1.Cl.C(N=C=NCCCN(C)C)C.[CH3:39][C:40]1[CH:46]=[CH:45][C:43]([NH2:44])=[CH:42][C:41]=1[C:47]1[CH:48]=[N:49][CH:50]=[N:51][CH:52]=1, predict the reaction product. The product is: [CH3:39][C:40]1[CH:46]=[CH:45][C:43]([NH:44][C:14]([C:1]2[C:13]3[NH:12][C:11]4[C:6](=[CH:7][CH:8]=[CH:9][CH:10]=4)[C:5]=3[CH:4]=[CH:3][CH:2]=2)=[O:16])=[CH:42][C:41]=1[C:47]1[CH:52]=[N:51][CH:50]=[N:49][CH:48]=1. (10) Given the reactants [F:1][C:2]1[CH:3]=[C:4]([CH:7]=[CH:8][C:9]=1[O:10][CH3:11])C#N.[C:12](=[O:15])([O-])[O-:13].[Na+].[Na+], predict the reaction product. The product is: [F:1][C:2]1[CH:3]=[C:4]([CH:7]=[CH:8][C:9]=1[O:10][CH3:11])[C:12]([OH:13])=[O:15].